From a dataset of Peptide-MHC class I binding affinity with 185,985 pairs from IEDB/IMGT. Regression. Given a peptide amino acid sequence and an MHC pseudo amino acid sequence, predict their binding affinity value. This is MHC class I binding data. (1) The peptide sequence is SPSYVKYRY. The MHC is Mamu-B52 with pseudo-sequence Mamu-B52. The binding affinity (normalized) is 0.169. (2) The peptide sequence is KFYGPFVDR. The MHC is Patr-B1301 with pseudo-sequence Patr-B1301. The binding affinity (normalized) is 0.116.